Dataset: Full USPTO retrosynthesis dataset with 1.9M reactions from patents (1976-2016). Task: Predict the reactants needed to synthesize the given product. (1) Given the product [C:28]1([C:29]2([CH2:30][C:31](=[O:27])[C:11]([OH:13])=[O:12])[CH2:23][CH2:22][CH2:24]2)[CH:36]=[CH:35][CH:34]=[CH:33][CH:32]=1, predict the reactants needed to synthesize it. The reactants are: C(C(CC)(CC)COOP(C[C:11]([O-:13])=[O:12])(O)=O)C.C([N-][CH:22]([CH3:24])[CH3:23])(C)C.[Li+].O.[O:27]1[CH2:31][CH2:30][CH2:29][CH2:28]1.[CH3:32][CH2:33][CH2:34][CH2:35][CH2:36]CC.C(C1C=CC=CC=1)C. (2) Given the product [F:1][C:2]1[C:19]([F:20])=[CH:18][CH:17]=[CH:16][C:3]=1[CH2:4][N:5]1[C:9]2=[N:10][C:11]([CH3:14])=[N:12][CH:13]=[C:8]2[C:7]([C:22]#[N:23])=[N:6]1, predict the reactants needed to synthesize it. The reactants are: [F:1][C:2]1[C:19]([F:20])=[CH:18][CH:17]=[CH:16][C:3]=1[CH2:4][N:5]1[C:9]2=[N:10][C:11]([CH3:14])=[N:12][CH:13]=[C:8]2[C:7](I)=[N:6]1.[Cu][C:22]#[N:23].C(OCC)(=O)C. (3) Given the product [Cl:1][C:2]1[C:7]([O:8][CH3:9])=[CH:6][C:5]([O:10][CH3:11])=[C:4]([F:12])[C:3]=1[C:13]1[N:18]=[CH:17][C:16]2[C:19]([C:36]3[CH:37]=[C:38]4[C:33](=[CH:34][CH:35]=3)[C:32](=[O:49])[N:31]([CH2:29][CH3:30])[CH2:39]4)=[N:20][NH:21][C:15]=2[CH:14]=1, predict the reactants needed to synthesize it. The reactants are: [Cl:1][C:2]1[C:7]([O:8][CH3:9])=[CH:6][C:5]([O:10][CH3:11])=[C:4]([F:12])[C:3]=1[C:13]1[N:18]=[CH:17][C:16]2[C:19](I)=[N:20][N:21](C3CCCCO3)[C:15]=2[CH:14]=1.[CH2:29]([N:31]1[CH2:39][C:38]2[C:33](=[CH:34][CH:35]=[C:36](B3OC(C)(C)C(C)(C)O3)[CH:37]=2)[C:32]1=[O:49])[CH3:30]. (4) The reactants are: C(OC([NH:8][C:9]1[N:10]=[CH:11][C:12]([CH2:15][O:16][C:17](=[O:19])[CH3:18])=[N:13][CH:14]=1)=O)(C)(C)C.C(O)(C(F)(F)F)=O. Given the product [NH2:8][C:9]1[N:10]=[CH:11][C:12]([CH2:15][O:16][C:17](=[O:19])[CH3:18])=[N:13][CH:14]=1, predict the reactants needed to synthesize it. (5) Given the product [NH:31]1[C:32]2[CH:37]=[CH:36][CH:35]=[CH:34][C:33]=2[N:38]=[C:8]1[C:6]1[N:7]=[C:2]([NH2:1])[CH:3]=[CH:4][CH:5]=1, predict the reactants needed to synthesize it. The reactants are: [NH2:1][C:2]1[N:7]=[C:6]([C:8](O)=O)[CH:5]=[CH:4][CH:3]=1.NC1C=C(C(O)=O)C=CN=1.NC1C=C(C(O)=O)C=NC=1.[NH2:31][C:32]1[CH:37]=[CH:36][CH:35]=[CH:34][C:33]=1[NH2:38].[OH-].[Na+].